From a dataset of Retrosynthesis with 50K atom-mapped reactions and 10 reaction types from USPTO. Predict the reactants needed to synthesize the given product. (1) The reactants are: N#Cc1ccc(F)c(Cl)c1.NCCF. Given the product N#Cc1ccc(NCCF)c(Cl)c1, predict the reactants needed to synthesize it. (2) The reactants are: CC(C)(C)OC(=O)NC1CCCC(C(=O)O)C1.CNOC. Given the product CON(C)C(=O)C1CCCC(NC(=O)OC(C)(C)C)C1, predict the reactants needed to synthesize it. (3) Given the product CS(=O)(=O)CC(=O)N1CC2(C1)OCc1cc(C3=NCC(c4cc(Cl)cc(Cl)c4)(C(F)(F)F)C3)ccc12, predict the reactants needed to synthesize it. The reactants are: CS(=O)(=O)CC(=O)O.FC(F)(F)C1(c2cc(Cl)cc(Cl)c2)CN=C(c2ccc3c(c2)COC32CNC2)C1. (4) Given the product COC(=O)c1ccc(C(=O)N(C)C)nc1, predict the reactants needed to synthesize it. The reactants are: CN(C)C(=O)c1ccc(C(=O)O)cn1.COC(=O)c1ccc(C(=O)OC)nc1.